From a dataset of Reaction yield outcomes from USPTO patents with 853,638 reactions. Predict the reaction yield, written as a fraction of the theoretical maximum amount of product (1.0 means a 100% yield; for example, 0.34 means a 34% yield). (1) The product is [CH:26]([C:11]1[C:6]([NH:5][C:3](=[O:4])[C:2]([CH3:13])([CH3:12])[CH3:1])=[N:7][CH:8]=[CH:9][CH:10]=1)=[O:27]. The reactants are [CH3:1][C:2]([CH3:13])([CH3:12])[C:3]([NH:5][C:6]1[CH:11]=[CH:10][CH:9]=[CH:8][N:7]=1)=[O:4].C([Li])CCC.CCCCCC.Cl.[C:26](=O)([O-])[O-:27].[K+].[K+]. The yield is 0.500. The catalyst is O1CCCC1.CN(C)C=O. (2) The reactants are [CH3:1][O:2][C:3](=[O:31])[CH2:4][CH2:5][C:6]1[CH:11]=[CH:10][C:9]([CH2:12][N:13]2[C:17]3[CH:18]=[C:19]([F:23])[C:20]([F:22])=[CH:21][C:16]=3[N:15]=[C:14]2[C:24]2[C:25]([OH:30])=[N:26][CH:27]=[CH:28][CH:29]=2)=[CH:8][CH:7]=1.C(=O)([O-])[O-].[Cs+].[Cs+].Br[CH2:39][CH:40]1[CH2:42][CH2:41]1. The catalyst is CC(C)=O. The product is [CH3:1][O:2][C:3](=[O:31])[CH2:4][CH2:5][C:6]1[CH:7]=[CH:8][C:9]([CH2:12][N:13]2[C:17]3[CH:18]=[C:19]([F:23])[C:20]([F:22])=[CH:21][C:16]=3[N:15]=[C:14]2[C:24]2[C:25]([O:30][CH2:39][CH:40]3[CH2:42][CH2:41]3)=[N:26][CH:27]=[CH:28][CH:29]=2)=[CH:10][CH:11]=1. The yield is 0.670.